Dataset: NCI-60 drug combinations with 297,098 pairs across 59 cell lines. Task: Regression. Given two drug SMILES strings and cell line genomic features, predict the synergy score measuring deviation from expected non-interaction effect. (1) Drug 1: C1CN1P(=S)(N2CC2)N3CC3. Drug 2: CCCCC(=O)OCC(=O)C1(CC(C2=C(C1)C(=C3C(=C2O)C(=O)C4=C(C3=O)C=CC=C4OC)O)OC5CC(C(C(O5)C)O)NC(=O)C(F)(F)F)O. Cell line: BT-549. Synergy scores: CSS=42.0, Synergy_ZIP=-0.409, Synergy_Bliss=-0.290, Synergy_Loewe=-20.8, Synergy_HSA=0.541. (2) Drug 1: CC1=C(C=C(C=C1)NC(=O)C2=CC=C(C=C2)CN3CCN(CC3)C)NC4=NC=CC(=N4)C5=CN=CC=C5. Drug 2: C1=CN(C=N1)CC(O)(P(=O)(O)O)P(=O)(O)O. Cell line: EKVX. Synergy scores: CSS=-0.146, Synergy_ZIP=-1.95, Synergy_Bliss=-4.44, Synergy_Loewe=-0.783, Synergy_HSA=-2.65.